From a dataset of NCI-60 drug combinations with 297,098 pairs across 59 cell lines. Regression. Given two drug SMILES strings and cell line genomic features, predict the synergy score measuring deviation from expected non-interaction effect. (1) Drug 1: CC12CCC3C(C1CCC2O)C(CC4=C3C=CC(=C4)O)CCCCCCCCCS(=O)CCCC(C(F)(F)F)(F)F. Drug 2: CCC1(C2=C(COC1=O)C(=O)N3CC4=CC5=C(C=CC(=C5CN(C)C)O)N=C4C3=C2)O.Cl. Cell line: MDA-MB-231. Synergy scores: CSS=9.18, Synergy_ZIP=2.43, Synergy_Bliss=1.66, Synergy_Loewe=-9.25, Synergy_HSA=0.164. (2) Drug 1: CC12CCC(CC1=CCC3C2CCC4(C3CC=C4C5=CN=CC=C5)C)O. Drug 2: CC1OCC2C(O1)C(C(C(O2)OC3C4COC(=O)C4C(C5=CC6=C(C=C35)OCO6)C7=CC(=C(C(=C7)OC)O)OC)O)O. Cell line: DU-145. Synergy scores: CSS=38.5, Synergy_ZIP=4.59, Synergy_Bliss=4.63, Synergy_Loewe=-13.2, Synergy_HSA=3.93. (3) Drug 1: C1CCC(C1)C(CC#N)N2C=C(C=N2)C3=C4C=CNC4=NC=N3. Drug 2: CS(=O)(=O)CCNCC1=CC=C(O1)C2=CC3=C(C=C2)N=CN=C3NC4=CC(=C(C=C4)OCC5=CC(=CC=C5)F)Cl. Cell line: KM12. Synergy scores: CSS=10.8, Synergy_ZIP=1.94, Synergy_Bliss=-1.94, Synergy_Loewe=-15.3, Synergy_HSA=-4.47. (4) Drug 1: C1CCC(CC1)NC(=O)N(CCCl)N=O. Drug 2: C1CC(C1)(C(=O)O)C(=O)O.[NH2-].[NH2-].[Pt+2]. Cell line: NCI-H460. Synergy scores: CSS=48.3, Synergy_ZIP=-2.86, Synergy_Bliss=-3.31, Synergy_Loewe=-13.6, Synergy_HSA=-0.864. (5) Drug 1: C1=NC(=NC(=O)N1C2C(C(C(O2)CO)O)O)N. Drug 2: CC1CCCC2(C(O2)CC(NC(=O)CC(C(C(=O)C(C1O)C)(C)C)O)C(=CC3=CSC(=N3)C)C)C. Cell line: PC-3. Synergy scores: CSS=39.8, Synergy_ZIP=-4.00, Synergy_Bliss=-3.80, Synergy_Loewe=-9.57, Synergy_HSA=0.493. (6) Drug 1: C1CCN(CC1)CCOC2=CC=C(C=C2)C(=O)C3=C(SC4=C3C=CC(=C4)O)C5=CC=C(C=C5)O. Drug 2: CC1=C(C(CCC1)(C)C)C=CC(=CC=CC(=CC(=O)O)C)C. Cell line: SF-268. Synergy scores: CSS=-11.1, Synergy_ZIP=6.36, Synergy_Bliss=1.79, Synergy_Loewe=-10.1, Synergy_HSA=-7.74. (7) Drug 1: C1CCC(C(C1)N)N.C(=O)(C(=O)[O-])[O-].[Pt+4]. Drug 2: COCCOC1=C(C=C2C(=C1)C(=NC=N2)NC3=CC=CC(=C3)C#C)OCCOC.Cl. Cell line: UO-31. Synergy scores: CSS=22.1, Synergy_ZIP=-7.03, Synergy_Bliss=-1.87, Synergy_Loewe=0.543, Synergy_HSA=1.50.